Dataset: NCI-60 drug combinations with 297,098 pairs across 59 cell lines. Task: Regression. Given two drug SMILES strings and cell line genomic features, predict the synergy score measuring deviation from expected non-interaction effect. (1) Drug 1: CC12CCC3C(C1CCC2O)C(CC4=C3C=CC(=C4)O)CCCCCCCCCS(=O)CCCC(C(F)(F)F)(F)F. Drug 2: COC1=C2C(=CC3=C1OC=C3)C=CC(=O)O2. Cell line: 786-0. Synergy scores: CSS=1.64, Synergy_ZIP=0.216, Synergy_Bliss=1.83, Synergy_Loewe=0.622, Synergy_HSA=0.959. (2) Cell line: SK-MEL-28. Drug 1: CC(C1=C(C=CC(=C1Cl)F)Cl)OC2=C(N=CC(=C2)C3=CN(N=C3)C4CCNCC4)N. Synergy scores: CSS=-4.58, Synergy_ZIP=3.52, Synergy_Bliss=4.46, Synergy_Loewe=-4.97, Synergy_HSA=-1.51. Drug 2: C1CCC(C1)C(CC#N)N2C=C(C=N2)C3=C4C=CNC4=NC=N3. (3) Drug 1: COC1=NC(=NC2=C1N=CN2C3C(C(C(O3)CO)O)O)N. Drug 2: C(CC(=O)O)C(=O)CN.Cl. Cell line: COLO 205. Synergy scores: CSS=21.8, Synergy_ZIP=-6.55, Synergy_Bliss=-1.53, Synergy_Loewe=0.702, Synergy_HSA=0.840. (4) Drug 1: C1=CC(=C2C(=C1NCCNCCO)C(=O)C3=C(C=CC(=C3C2=O)O)O)NCCNCCO. Drug 2: CN1C2=C(C=C(C=C2)N(CCCl)CCCl)N=C1CCCC(=O)O.Cl. Cell line: OVCAR3. Synergy scores: CSS=19.4, Synergy_ZIP=-4.71, Synergy_Bliss=-7.59, Synergy_Loewe=-15.0, Synergy_HSA=-6.12. (5) Drug 1: CNC(=O)C1=CC=CC=C1SC2=CC3=C(C=C2)C(=NN3)C=CC4=CC=CC=N4. Drug 2: C1CN1P(=S)(N2CC2)N3CC3. Cell line: U251. Synergy scores: CSS=26.9, Synergy_ZIP=-9.00, Synergy_Bliss=-3.02, Synergy_Loewe=-1.03, Synergy_HSA=0.396.